Dataset: Forward reaction prediction with 1.9M reactions from USPTO patents (1976-2016). Task: Predict the product of the given reaction. (1) The product is: [NH:32]1[C:33]2[C:38](=[CH:37][CH:36]=[CH:35][CH:34]=2)[CH:39]=[C:31]1[C:29]([NH:28][CH2:27][CH2:26][CH2:25][O:24][C:19]1[CH:20]=[CH:21][C:16]([S:13]([N:11]([CH3:12])[C:4]2[C:3]([CH3:23])=[CH:2][CH:10]=[CH:9][C:5]=2[C:6]([OH:8])=[O:7])(=[O:15])=[O:14])=[CH:17][CH:18]=1)=[O:30]. Given the reactants C[C:2]1[CH:10]=[CH:9][C:5]([C:6]([OH:8])=[O:7])=[C:4]([N:11]([S:13]([C:16]2[CH:21]=[CH:20][C:19](F)=[CH:18][CH:17]=2)(=[O:15])=[O:14])[CH3:12])[C:3]=1[CH3:23].[OH:24][CH2:25][CH2:26][CH2:27][NH:28][C:29]([C:31]1[NH:32][C:33]2[C:38]([CH:39]=1)=[CH:37][CH:36]=[CH:35][CH:34]=2)=[O:30], predict the reaction product. (2) Given the reactants [NH2:1][C@@H:2]([C:5]1[CH:17]=[CH:16][C:8]([C:9]([O:11][C:12]([CH3:15])([CH3:14])[CH3:13])=[O:10])=[C:7]([N+:18]([O-:20])=[O:19])[CH:6]=1)[CH2:3][CH3:4].[ClH:21].C(OCC)(=O)C, predict the reaction product. The product is: [ClH:21].[NH2:1][C@@H:2]([C:5]1[CH:17]=[CH:16][C:8]([C:9]([O:11][C:12]([CH3:14])([CH3:15])[CH3:13])=[O:10])=[C:7]([N+:18]([O-:20])=[O:19])[CH:6]=1)[CH2:3][CH3:4].